Dataset: Full USPTO retrosynthesis dataset with 1.9M reactions from patents (1976-2016). Task: Predict the reactants needed to synthesize the given product. (1) Given the product [CH3:9][O:8][C:6](=[O:7])[CH2:5][C@H:4]1[C:3](=[O:2])[N:20]([CH2:21][C:22]([F:25])([F:24])[F:23])[CH2:19][C:12]2[CH:13]=[C:14]([O:17][CH3:18])[CH:15]=[CH:16][C:11]=2[CH2:10]1, predict the reactants needed to synthesize it. The reactants are: C[O:2][C:3](=O)[CH:4]([CH2:10][C:11]1[CH:16]=[CH:15][C:14]([O:17][CH3:18])=[CH:13][C:12]=1[CH2:19][NH:20][CH2:21][C:22]([F:25])([F:24])[F:23])[CH2:5][C:6]([O:8][CH3:9])=[O:7].FC(F)(F)C(O)=O.COC(=O)[C@@H](CC1C=CC(OC)=CC=1CNCC(F)(F)F)CC(OC)=O. (2) Given the product [OH:14][NH:13][C:11]([C:2]1[CH:3]=[CH:4][C:5]2[C:10](=[CH:9][CH:8]=[CH:7][CH:6]=2)[N:1]=1)=[NH:12], predict the reactants needed to synthesize it. The reactants are: [N:1]1[C:10]2[C:5](=[CH:6][CH:7]=[CH:8][CH:9]=2)[CH:4]=[CH:3][C:2]=1[C:11]#[N:12].[NH2:13][OH:14].Cl.C([O-])([O-])=O.[K+].[K+]. (3) Given the product [CH3:4][CH:9]([CH2:5][CH3:6])[CH2:8][CH:4]=[CH:5][C:6]([O:7][CH2:9][CH3:8])=[O:7], predict the reactants needed to synthesize it. The reactants are: [H-].[Na+].C[CH:4]([CH2:8][CH3:9])[CH2:5][CH:6]=[O:7]. (4) Given the product [O:1]=[C:2]1[C@@H:6]([NH:7][C:8](=[O:14])[O:9][C:10]([CH3:11])([CH3:13])[CH3:12])[CH2:5][CH2:4][N:3]1[CH2:23][C:24]([F:27])([F:26])[F:25], predict the reactants needed to synthesize it. The reactants are: [O:1]=[C:2]1[C@@H:6]([NH:7][C:8](=[O:14])[O:9][C:10]([CH3:13])([CH3:12])[CH3:11])[CH2:5][CH2:4][NH:3]1.[H-].[Na+].FC(F)(F)S(O[CH2:23][C:24]([F:27])([F:26])[F:25])(=O)=O. (5) Given the product [CH3:19][N:20]1[CH:24]=[C:23]([C:25]2[CH:26]=[CH:27][C:28]([C:2]3[CH:3]=[N:4][CH:5]=[C:6]4[C:11]=3[N:10]=[C:9]([C:12]([N:14]3[CH2:18][CH2:17][CH2:16][CH2:15]3)=[O:13])[CH:8]=[CH:7]4)=[CH:29][CH:30]=2)[CH:22]=[N:21]1, predict the reactants needed to synthesize it. The reactants are: Br[C:2]1[CH:3]=[N:4][CH:5]=[C:6]2[C:11]=1[N:10]=[C:9]([C:12]([N:14]1[CH2:18][CH2:17][CH2:16][CH2:15]1)=[O:13])[CH:8]=[CH:7]2.[CH3:19][N:20]1[CH:24]=[C:23]([C:25]2[CH:30]=[CH:29][C:28](B3OC(C)(C)C(C)(C)O3)=[CH:27][CH:26]=2)[CH:22]=[N:21]1.C([O-])([O-])=O.[Na+].[Na+]. (6) Given the product [NH2:19][C:12]1[C:11]([N+:23]([O-:25])=[O:24])=[C:10]2[C:15]([C:16](=[O:18])[CH:17]=[C:1]([C:2]3[CH:3]=[CH:4][CH:5]=[CH:6][CH:7]=3)[O:9]2)=[CH:14][CH:13]=1, predict the reactants needed to synthesize it. The reactants are: [C:1]([O:9][C:10]1[C:15]([C:16](=[O:18])[CH3:17])=[CH:14][CH:13]=[C:12]([NH:19]C(=O)C)[C:11]=1[N+:23]([O-:25])=[O:24])(=O)[C:2]1[CH:7]=[CH:6][CH:5]=[CH:4][CH:3]=1.[OH-].[K+].Cl.